Dataset: NCI-60 drug combinations with 297,098 pairs across 59 cell lines. Task: Regression. Given two drug SMILES strings and cell line genomic features, predict the synergy score measuring deviation from expected non-interaction effect. (1) Drug 1: C1=CC(=C2C(=C1NCCNCCO)C(=O)C3=C(C=CC(=C3C2=O)O)O)NCCNCCO. Drug 2: C1=NNC2=C1C(=O)NC=N2. Cell line: HOP-92. Synergy scores: CSS=33.8, Synergy_ZIP=3.70, Synergy_Bliss=-0.988, Synergy_Loewe=-14.5, Synergy_HSA=0.320. (2) Drug 1: C1CNP(=O)(OC1)N(CCCl)CCCl. Drug 2: CC12CCC3C(C1CCC2OP(=O)(O)O)CCC4=C3C=CC(=C4)OC(=O)N(CCCl)CCCl.[Na+]. Cell line: MDA-MB-435. Synergy scores: CSS=11.7, Synergy_ZIP=-0.261, Synergy_Bliss=5.57, Synergy_Loewe=-0.157, Synergy_HSA=2.21.